From a dataset of CYP2C9 inhibition data for predicting drug metabolism from PubChem BioAssay. Regression/Classification. Given a drug SMILES string, predict its absorption, distribution, metabolism, or excretion properties. Task type varies by dataset: regression for continuous measurements (e.g., permeability, clearance, half-life) or binary classification for categorical outcomes (e.g., BBB penetration, CYP inhibition). Dataset: cyp2c9_veith. (1) The molecule is CCSc1nnc(-c2ccncc2)o1. The result is 0 (non-inhibitor). (2) The drug is COc1cccc(Nc2ncc3nc(-c4ccccc4)c(=O)n(Cc4cccs4)c3n2)c1. The result is 0 (non-inhibitor).